From a dataset of Reaction yield outcomes from USPTO patents with 853,638 reactions. Predict the reaction yield, written as a fraction of the theoretical maximum amount of product (1.0 means a 100% yield; for example, 0.34 means a 34% yield). (1) The reactants are [CH2:1]([O:4][C:5]1[CH:10]=[CH:9][C:8]([C:11]2[O:15][N:14]=[C:13]([C:16]3[CH:21]=[CH:20][C:19]([O:22]C(C)C)=[C:18]([I:26])[CH:17]=3)[N:12]=2)=[CH:7][C:6]=1[O:27][CH3:28])[CH2:2][CH3:3].ClC1C=C(C2ON=C(C3C=CC(OC(C)C)=C(I)C=3)N=2)C=CC=1OCCC. No catalyst specified. The product is [CH2:1]([O:4][C:5]1[CH:10]=[CH:9][C:8]([C:11]2[O:15][N:14]=[C:13]([C:16]3[CH:21]=[CH:20][C:19]([OH:22])=[C:18]([I:26])[CH:17]=3)[N:12]=2)=[CH:7][C:6]=1[O:27][CH3:28])[CH2:2][CH3:3]. The yield is 0.800. (2) The reactants are [OH:1][C:2]1[CH:3]=[C:4]([NH:8][C:9](=[O:11])[CH3:10])[CH:5]=[CH:6][CH:7]=1.C(NC1C=C(OC(=O)C)C=CC=1)=O.[CH3:25][C:26](=[CH2:30])[CH2:27][CH2:28]O.CCOC(/N=N/C(OCC)=O)=O.C1C=CC(P(C2C=CC=CC=2)C2C=CC=CC=2)=CC=1. The catalyst is C1C=CC=CC=1.O. The product is [CH3:30][C:26](=[CH2:25])[CH2:27][CH2:28][O:1][C:2]1[CH:3]=[C:4]([NH:8][C:9](=[O:11])[CH3:10])[CH:5]=[CH:6][CH:7]=1. The yield is 0.520. (3) No catalyst specified. The reactants are [CH3:1][O:2][C:3]1[C:8]([C:9]2[CH:14]=[CH:13][C:12]([O:15][CH3:16])=[CH:11][CH:10]=2)=[CH:7][C:6]([CH2:17][NH:18][CH:19](C2C=NC=CC=2)[CH3:20])=[CH:5][CH:4]=1.[N:27]1[CH:32]=[CH:31][C:30](C(N)C)=[CH:29][CH:28]=1.COC1C(C2C=CC(OC)=CC=2)=CC(C=O)=CC=1.C(O[BH-](OC(=O)C)OC(=O)C)(=O)C.[Na+]. The yield is 0.510. The product is [CH3:1][O:2][C:3]1[C:8]([C:9]2[CH:14]=[CH:13][C:12]([O:15][CH3:16])=[CH:11][CH:10]=2)=[CH:7][C:6]([CH2:17][NH:18][CH:19]([C:30]2[CH:31]=[CH:32][N:27]=[CH:28][CH:29]=2)[CH3:20])=[CH:5][CH:4]=1. (4) The reactants are [CH2:1]([O:8][C:9]1[C:14]([OH:15])=[CH:13][CH:12]=[C:11](Cl)[C:10]=1[C:17]1[CH:22]=[CH:21][CH:20]=[CH:19][C:18]=1[Cl:23])[C:2]1[CH:7]=[CH:6][CH:5]=[CH:4][CH:3]=1.C(OC1C(C=O)=CC=C([F:40])C=1C1C=CC=CC=1Cl)C1C=CC=CC=1. No catalyst specified. The product is [CH2:1]([O:8][C:9]1[C:14]([OH:15])=[CH:13][CH:12]=[C:11]([F:40])[C:10]=1[C:17]1[CH:22]=[CH:21][CH:20]=[CH:19][C:18]=1[Cl:23])[C:2]1[CH:7]=[CH:6][CH:5]=[CH:4][CH:3]=1. The yield is 0.580. (5) The reactants are [NH2:1][C:2]1[C:7]([Cl:8])=[CH:6][C:5]([Br:9])=[CH:4][C:3]=1[CH2:10][OH:11]. The catalyst is ClCCl.[O-2].[Mn+2]. The product is [NH2:1][C:2]1[C:7]([Cl:8])=[CH:6][C:5]([Br:9])=[CH:4][C:3]=1[CH:10]=[O:11]. The yield is 0.910. (6) The reactants are C([O-])([O-])=O.[K+].[K+].Br[CH2:8][C:9]1[CH:14]=[CH:13][C:12]([Cl:15])=[CH:11][C:10]=1[F:16].[Br:17][C:18]1[CH:19]=[CH:20][C:21](=[O:24])[NH:22][CH:23]=1. The catalyst is C1COCC1. The product is [Cl:15][C:12]1[CH:13]=[CH:14][C:9]([CH2:8][N:22]2[CH:23]=[C:18]([Br:17])[CH:19]=[CH:20][C:21]2=[O:24])=[C:10]([F:16])[CH:11]=1. The yield is 0.790. (7) The reactants are C(O[C:6]([N:8]1[CH2:13][CH2:12][N:11]([C:14]2[C:18]3[CH:19]=[CH:20][CH:21]=[CH:22][C:17]=3[O:16][N:15]=2)[CH2:10][CH2:9]1)=O)(C)(C)C.FC(F)(F)C(O)=O.[O:30]1C[CH:31]1[CH2:33][N:34]1[C:42]2[CH2:41][CH2:40][N:39]([C:43](=[O:45])[CH3:44])[CH2:38][C:37]=2[C:36]([C:46]2[CH:51]=[CH:50][C:49]([C:52]([F:55])([F:54])[F:53])=[CH:48][CH:47]=2)=[N:35]1. No catalyst specified. The product is [O:16]1[C:17]2[CH:22]=[CH:21][CH:20]=[CH:19][C:18]=2[C:14]([N:11]2[CH2:10][CH2:9][N:8]([CH2:6][CH:31]([OH:30])[CH2:33][N:34]3[C:42]4[CH2:41][CH2:40][N:39]([C:43](=[O:45])[CH3:44])[CH2:38][C:37]=4[C:36]([C:46]4[CH:51]=[CH:50][C:49]([C:52]([F:55])([F:54])[F:53])=[CH:48][CH:47]=4)=[N:35]3)[CH2:13][CH2:12]2)=[N:15]1. The yield is 0.680.